This data is from Full USPTO retrosynthesis dataset with 1.9M reactions from patents (1976-2016). The task is: Predict the reactants needed to synthesize the given product. (1) Given the product [NH2:20][CH2:19][C:16]1[C:17]([NH2:18])=[N:6][C:5]([C:4]2[CH:8]=[CH:9][C:10]([F:11])=[C:2]([F:1])[CH:3]=2)=[N:7][C:15]=1[C:14]1[CH:21]=[CH:22][C:23]([Cl:25])=[CH:24][C:13]=1[Cl:12], predict the reactants needed to synthesize it. The reactants are: [F:1][C:2]1[CH:3]=[C:4]([CH:8]=[CH:9][C:10]=1[F:11])[C:5]([NH2:7])=[NH:6].[Cl:12][C:13]1[CH:24]=[C:23]([Cl:25])[CH:22]=[CH:21][C:14]=1[CH:15]=[C:16]([C:19]#[N:20])[C:17]#[N:18]. (2) Given the product [CH3:20][C:21]1[C:22]([N:27]([CH2:50][O:51][CH2:52][CH2:53][O:54][CH3:55])[S:28]([C:31]2[S:32][C:33]([CH3:49])=[CH:34][C:35]=2[C:36]2[CH:47]=[CH:46][C:39]([CH2:40][N:10]3[C:6]4[CH:5]=[C:4]([CH3:17])[N:3]=[C:2]([CH3:1])[C:7]=4[C:8]([C:11]4[CH:12]=[CH:13][CH:14]=[CH:15][CH:16]=4)=[N:9]3)=[CH:38][C:37]=2[CH3:48])(=[O:30])=[O:29])=[N:23][O:24][C:25]=1[CH3:26], predict the reactants needed to synthesize it. The reactants are: [CH3:1][C:2]1[C:7]2[C:8]([C:11]3[CH:16]=[CH:15][CH:14]=[CH:13][CH:12]=3)=[N:9][NH:10][C:6]=2[CH:5]=[C:4]([CH3:17])[N:3]=1.[H-].[Na+].[CH3:20][C:21]1[C:22]([N:27]([CH2:50][O:51][CH2:52][CH2:53][O:54][CH3:55])[S:28]([C:31]2[S:32][C:33]([CH3:49])=[CH:34][C:35]=2[C:36]2[CH:47]=[CH:46][C:39]([CH2:40]OS(C)(=O)=O)=[CH:38][C:37]=2[CH3:48])(=[O:30])=[O:29])=[N:23][O:24][C:25]=1[CH3:26].O. (3) Given the product [Br:46][C:29]1[C:30]2[S:34][C:33]([N:35]3[CH2:40][N:39]([CH3:41])[CH2:38][N:37]([CH2:42][CH3:43])[C:36]3=[O:44])=[N:32][C:31]=2[CH:45]=[C:27]([N:24]2[CH:52]=[C:51]([CH:50]([O:53][CH2:54][CH3:55])[O:49][CH2:47][CH3:48])[N:26]=[N:25]2)[CH:28]=1, predict the reactants needed to synthesize it. The reactants are: N(C1C=C(Br)C2SC(NC(NCC)=O)=NC=2C=1)=[N+]=[N-].C=O.CN.[N:24]([C:27]1[CH:28]=[C:29]([Br:46])[C:30]2[S:34][C:33]([N:35]3[CH2:40][N:39]([CH3:41])[CH2:38][N:37]([CH2:42][CH3:43])[C:36]3=[O:44])=[N:32][C:31]=2[CH:45]=1)=[N+:25]=[N-:26].[CH2:47]([O:49][CH:50]([O:53][CH2:54][CH3:55])[C:51]#[CH:52])[CH3:48].CCN(C(C)C)C(C)C. (4) Given the product [NH2:32][C:33]1[C:38]([C:39]#[N:40])=[C:37]([N:19]2[CH2:20][CH2:21][CH2:22][CH:18]2[C:7]2[C:8]([N:12]3[CH2:13][CH2:14][O:15][CH2:16][CH2:17]3)=[N:9][C:10]3[C:5]([CH:6]=2)=[CH:4][CH:3]=[C:2]([F:1])[CH:11]=3)[N:36]=[CH:35][N:34]=1, predict the reactants needed to synthesize it. The reactants are: [F:1][C:2]1[CH:11]=[C:10]2[C:5]([CH:6]=[C:7]([CH:18]3[CH2:22][CH2:21][CH2:20][NH:19]3)[C:8]([N:12]3[CH2:17][CH2:16][O:15][CH2:14][CH2:13]3)=[N:9]2)=[CH:4][CH:3]=1.CCN(C(C)C)C(C)C.[NH2:32][C:33]1[C:38]([C:39]#[N:40])=[C:37](Cl)[N:36]=[CH:35][N:34]=1. (5) Given the product [NH2:25][C:2]1[CH:3]=[C:4]([C:11]([C:13]2[C:21]3[CH:20]=[N:19][CH:18]=[N:17][C:16]=3[N:15]([CH:22]([CH3:24])[CH3:23])[CH:14]=2)=[O:12])[CH:5]=[N:6][C:7]=1[O:8][CH2:9][CH3:10], predict the reactants needed to synthesize it. The reactants are: Br[C:2]1[CH:3]=[C:4]([C:11]([C:13]2[C:21]3[CH:20]=[N:19][CH:18]=[N:17][C:16]=3[N:15]([CH:22]([CH3:24])[CH3:23])[CH:14]=2)=[O:12])[CH:5]=[N:6][C:7]=1[O:8][CH2:9][CH3:10].[NH3:25]. (6) Given the product [C:1]([O:5][C:6]([N:8]1[CH2:12][C@H:11]([F:13])[C@@H:10]([O:14][CH3:15])[C@H:9]1[C:16](=[O:18])[NH:24][CH2:23][C:22]1[CH:25]=[CH:26][CH:27]=[C:20]([Cl:19])[C:21]=1[F:28])=[O:7])([CH3:2])([CH3:3])[CH3:4], predict the reactants needed to synthesize it. The reactants are: [C:1]([O:5][C:6]([N:8]1[CH2:12][C@H:11]([F:13])[C@@H:10]([O:14][CH3:15])[C@H:9]1[C:16]([OH:18])=O)=[O:7])([CH3:4])([CH3:3])[CH3:2].[Cl:19][C:20]1[C:21]([F:28])=[C:22]([CH:25]=[CH:26][CH:27]=1)[CH2:23][NH2:24].CN(C(ON1N=NC2C=CC=CC1=2)=[N+](C)C)C.F[P-](F)(F)(F)(F)F.CCN(C(C)C)C(C)C. (7) Given the product [CH2:20]1[O:28][C:27]2[CH:26]=[CH:25][C:24]([CH:29]3[C:33]4[NH:34][C:35]5[CH:36]=[CH:37][CH:38]=[CH:39][C:40]=5[C:41](=[O:42])[C:32]=4[CH2:31][N:30]3[C:9]([C:7]3[O:8][C:4]4[CH:3]=[C:2]([OH:1])[CH:13]=[CH:12][C:5]=4[CH:6]=3)=[O:11])=[CH:23][C:22]=2[O:21]1, predict the reactants needed to synthesize it. The reactants are: [OH:1][C:2]1[CH:13]=[CH:12][C:5]2[CH:6]=[C:7]([C:9]([OH:11])=O)[O:8][C:4]=2[CH:3]=1.C(Cl)(=O)C(Cl)=O.[CH2:20]1[O:28][C:27]2[CH:26]=[CH:25][C:24]([CH:29]3[C:33]4[NH:34][C:35]5[CH:36]=[CH:37][CH:38]=[CH:39][C:40]=5[C:41](=[O:42])[C:32]=4[CH2:31][NH:30]3)=[CH:23][C:22]=2[O:21]1.C(N(CC)CC)C. (8) Given the product [Cl:22][CH2:21][CH2:20][O:19][C:8]1[CH:7]=[C:6]2[C:11]([C:2]([NH:23][C:24]3[C:29]([Cl:30])=[CH:28][N:27]=[C:26]4[O:31][CH2:32][O:33][C:25]=34)=[N:3][CH:4]=[N:5]2)=[C:10]([O:12][CH:13]2[CH2:18][CH2:17][O:16][CH2:15][CH2:14]2)[CH:9]=1, predict the reactants needed to synthesize it. The reactants are: Cl[C:2]1[C:11]2[C:6](=[CH:7][C:8]([O:19][CH2:20][CH2:21][Cl:22])=[CH:9][C:10]=2[O:12][CH:13]2[CH2:18][CH2:17][O:16][CH2:15][CH2:14]2)[N:5]=[CH:4][N:3]=1.[NH2:23][C:24]1[C:29]([Cl:30])=[CH:28][N:27]=[C:26]2[O:31][CH2:32][O:33][C:25]=12.